From a dataset of Peptide-MHC class I binding affinity with 185,985 pairs from IEDB/IMGT. Regression. Given a peptide amino acid sequence and an MHC pseudo amino acid sequence, predict their binding affinity value. This is MHC class I binding data. (1) The peptide sequence is DWKVCQRIV. The MHC is Patr-A0301 with pseudo-sequence Patr-A0301. The binding affinity (normalized) is 0. (2) The peptide sequence is HLAAQGMAY. The MHC is HLA-B51:01 with pseudo-sequence HLA-B51:01. The binding affinity (normalized) is 0. (3) The peptide sequence is KLNWASQIY. The MHC is HLA-B57:01 with pseudo-sequence HLA-B57:01. The binding affinity (normalized) is 0.311. (4) The peptide sequence is WLWVSSSDM. The MHC is HLA-A03:01 with pseudo-sequence HLA-A03:01. The binding affinity (normalized) is 0.0847.